Dataset: Aqueous solubility values for 9,982 compounds from the AqSolDB database. Task: Regression/Classification. Given a drug SMILES string, predict its absorption, distribution, metabolism, or excretion properties. Task type varies by dataset: regression for continuous measurements (e.g., permeability, clearance, half-life) or binary classification for categorical outcomes (e.g., BBB penetration, CYP inhibition). For this dataset (solubility_aqsoldb), we predict Y. (1) The compound is Cc1c(NC(N)=O)c(=O)n(-c2ccccc2)n1C. The Y is -1.52 log mol/L. (2) The molecule is C=C(Br)C(=O)Nc1ccc(N=Nc2c(N)ccc3cc(S(=O)(=O)[O-])ccc23)c(S(=O)(=O)c2ccc(C)c(S(=O)(=O)[O-])c2)c1.[Na+].[Na+]. The Y is -1.89 log mol/L. (3) The molecule is OCCOCC(COCCO)OCCO. The Y is 0.649 log mol/L. (4) The drug is Oc1cc(F)c(F)c(F)c1. The Y is -0.154 log mol/L. (5) The molecule is O=[Cr]O[Cr]=O.O=[Fe]O[Fe]=O.O=[Mn]O[Mn]=O. The Y is -8.97 log mol/L. (6) The molecule is Cc1cccc(N=Nc2ccc(N(C)C)cc2)c1. The Y is -5.78 log mol/L.